From a dataset of Full USPTO retrosynthesis dataset with 1.9M reactions from patents (1976-2016). Predict the reactants needed to synthesize the given product. (1) The reactants are: [CH2:1]([N:3]1[CH2:8][CH2:7][C:6](=[CH:9][C:10]2[CH:18]=[CH:17][C:13]([C:14]([OH:16])=[O:15])=[CH:12][C:11]=2[C:19]([F:22])([F:21])[F:20])[CH2:5][CH2:4]1)[CH3:2]. Given the product [CH2:1]([N:3]1[CH2:8][CH2:7][CH:6]([CH2:9][C:10]2[CH:18]=[CH:17][C:13]([C:14]([OH:16])=[O:15])=[CH:12][C:11]=2[C:19]([F:21])([F:20])[F:22])[CH2:5][CH2:4]1)[CH3:2], predict the reactants needed to synthesize it. (2) Given the product [F:1][C:2]1[CH:3]=[C:4]([CH:26]=[CH:27][C:28]=1[NH:29][C:30]([NH:32][C:33]1[CH:38]=[C:37]([CH3:39])[CH:36]=[CH:35][C:34]=1[F:40])=[O:31])[O:5][C:6]1[CH:11]=[CH:10][N:9]=[C:8]2[CH:12]=[C:13]([C:15]([NH:17][CH2:18][CH2:19][CH2:20][C:21]([OH:23])=[O:22])=[O:16])[S:14][C:7]=12, predict the reactants needed to synthesize it. The reactants are: [F:1][C:2]1[CH:3]=[C:4]([CH:26]=[CH:27][C:28]=1[NH:29][C:30]([NH:32][C:33]1[CH:38]=[C:37]([CH3:39])[CH:36]=[CH:35][C:34]=1[F:40])=[O:31])[O:5][C:6]1[CH:11]=[CH:10][N:9]=[C:8]2[CH:12]=[C:13]([C:15]([NH:17][CH2:18][CH2:19][CH2:20][C:21]([O:23]CC)=[O:22])=[O:16])[S:14][C:7]=12.[OH-].[Na+].O.Cl. (3) Given the product [CH3:22][C:21]1[C:16]([N:13]2[CH2:14][CH2:15][N:10]([C:8]([C:5]3[N:6]=[CH:7][C:2]([N:27]4[CH2:26][C:25]([CH3:31])([CH3:24])[O:29][C:28]4=[O:30])=[N:3][CH:4]=3)=[O:9])[CH2:11][CH2:12]2)=[N:17][CH:18]=[C:19]([CH3:23])[CH:20]=1, predict the reactants needed to synthesize it. The reactants are: Br[C:2]1[N:3]=[CH:4][C:5]([C:8]([N:10]2[CH2:15][CH2:14][N:13]([C:16]3[C:21]([CH3:22])=[CH:20][C:19]([CH3:23])=[CH:18][N:17]=3)[CH2:12][CH2:11]2)=[O:9])=[N:6][CH:7]=1.[CH3:24][C:25]1([CH3:31])[O:29][C:28](=[O:30])[NH:27][CH2:26]1. (4) The reactants are: Cl.[NH:2]1[C:6]2[CH:7]=[CH:8][CH:9]=[C:10]([C:11]([OH:13])=O)[C:5]=2[N:4]=[CH:3]1.Cl.[CH3:15][NH:16][O:17][CH3:18].C(N(C(C)C)C(C)C)C. Given the product [CH3:18][O:17][N:16]([CH3:15])[C:11]([C:10]1[C:5]2[N:4]=[CH:3][NH:2][C:6]=2[CH:7]=[CH:8][CH:9]=1)=[O:13], predict the reactants needed to synthesize it. (5) Given the product [F:12][C:13]([F:24])([F:23])[C:14]([NH:9][CH2:8][C:7]1[CH:10]=[CH:11][C:4]([NH2:1])=[CH:5][CH:6]=1)=[O:15], predict the reactants needed to synthesize it. The reactants are: [N+:1]([C:4]1[CH:11]=[CH:10][C:7]([CH2:8][NH2:9])=[CH:6][CH:5]=1)([O-])=O.[F:12][C:13]([F:24])([F:23])[C:14](O[C:14](=[O:15])[C:13]([F:24])([F:23])[F:12])=[O:15]. (6) The reactants are: [CH3:1][O:2][C:3]([C:5]1[CH:6]=[N:7][C:8]([O:12][CH2:13][C:14]([F:17])([F:16])[F:15])=[C:9](Br)[CH:10]=1)=[O:4].[C:18]1(B2OC(C)(C)C(C)(C)O2)[CH2:22][CH2:21][CH2:20][CH:19]=1. Given the product [CH3:1][O:2][C:3]([C:5]1[CH:6]=[N:7][C:8]([O:12][CH2:13][C:14]([F:17])([F:16])[F:15])=[C:9]([C:18]2[CH2:22][CH2:21][CH2:20][CH:19]=2)[CH:10]=1)=[O:4], predict the reactants needed to synthesize it.